From a dataset of Reaction yield outcomes from USPTO patents with 853,638 reactions. Predict the reaction yield, written as a fraction of the theoretical maximum amount of product (1.0 means a 100% yield; for example, 0.34 means a 34% yield). (1) The reactants are [CH3:1][O:2][C:3]1[CH:9]=[CH:8][C:7]([O:10][CH3:11])=[CH:6][C:4]=1[NH2:5].C(N(CC)CC)C.[Cl-].ClC1N(C)CC[NH+]1C.[CH3:28][O:29][C:30]1[C:31](=[O:54])[C:32]([CH3:53])=[C:33]([CH2:39][C:40]2[CH:41]=[CH:42][C:43]([O:49][C:50](=[O:52])[CH3:51])=[C:44]([CH:48]=2)[C:45](O)=[O:46])[C:34](=[O:38])[C:35]=1[O:36][CH3:37]. The catalyst is C(Cl)Cl. The product is [CH3:28][O:29][C:30]1[C:31](=[O:54])[C:32]([CH3:53])=[C:33]([CH2:39][C:40]2[CH:41]=[CH:42][C:43]([O:49][C:50](=[O:52])[CH3:51])=[C:44]([CH:48]=2)[C:45]([NH:5][C:4]2[CH:6]=[C:7]([O:10][CH3:11])[CH:8]=[CH:9][C:3]=2[O:2][CH3:1])=[O:46])[C:34](=[O:38])[C:35]=1[O:36][CH3:37]. The yield is 0.390. (2) The reactants are [CH3:1][N:2]([CH3:12])[C:3]1[CH:8]=[CH:7][C:6]([C:9](=[O:11])[CH3:10])=[CH:5][CH:4]=1.[C:13](OCC)(=[O:19])[C:14]([O:16][CH2:17][CH3:18])=[O:15]. No catalyst specified. The product is [CH2:17]([O:16][C:14](=[O:15])[C:13]([OH:19])=[CH:10][C:9]([C:6]1[CH:7]=[CH:8][C:3]([N:2]([CH3:1])[CH3:12])=[CH:4][CH:5]=1)=[O:11])[CH3:18]. The yield is 0.840. (3) The reactants are [CH3:1][C:2]1[CH:9]=[C:8]([OH:10])[CH:7]=[C:6]([CH3:11])[C:3]=1[CH:4]=O.[NH:12]1[CH2:16][CH2:15][CH2:14][CH2:13]1. The catalyst is C(Cl)Cl. The product is [CH3:1][C:2]1[CH:9]=[C:8]([OH:10])[CH:7]=[C:6]([CH3:11])[C:3]=1[CH2:4][N:12]1[CH2:16][CH2:15][CH2:14][CH2:13]1. The yield is 0.330. (4) The reactants are CC1(CO)C[O:4]C1.C(Br)[C:9]1[CH:14]=CC=CC=1.C[C:17]([CH3:20])([O-:19])C.[K+].[C:22]1([OH:28])[CH:27]=[CH:26][CH:25]=[CH:24][CH:23]=1.C1(N=C=NC2CCCCC2)CCCCC1. The catalyst is C1COCC1.C(OCC)(=O)C. The product is [OH:28][C:22]1[CH:27]=[CH:26][C:25]([CH:14]([CH3:9])[CH2:20][C:17]([OH:4])=[O:19])=[CH:24][CH:23]=1. The yield is 0.240. (5) The product is [Cl:1][C:2]1[CH:7]=[CH:6][C:5]([C@@:8]23[O:15][C@@:12]([CH2:16][OH:17])([CH2:13][O:14]2)[C@@H:11]([OH:18])[C@H:10]([OH:19])[C@H:9]3[OH:20])=[CH:4][C:3]=1[CH2:21][C:22]1[CH:23]=[CH:24][C:25]([O:28][CH2:36][CH2:37][O:38][C:39](=[O:41])[CH3:40])=[CH:26][CH:27]=1. The reactants are [Cl:1][C:2]1[CH:7]=[CH:6][C:5]([C@@:8]23[O:15][C@@:12]([CH2:16][OH:17])([CH2:13][O:14]2)[C@@H:11]([OH:18])[C@H:10]([OH:19])[C@H:9]3[OH:20])=[CH:4][C:3]=1[CH2:21][C:22]1[CH:27]=[CH:26][C:25]([OH:28])=[CH:24][CH:23]=1.C(=O)([O-])[O-].[K+].[K+].Br[CH2:36][CH2:37][O:38][C:39](=[O:41])[CH3:40].O. The yield is 0.220. The catalyst is C(#N)C.C(OCC)(=O)C. (6) The reactants are [CH3:1][C:2]1[CH:11]=[CH:10][C:9]2[C:4](=[CH:5][CH:6]=[CH:7][C:8]=2[N:12]2[CH2:17][CH2:16][N:15]([CH2:18][CH2:19][C:20]3[CH:21]=[C:22]([CH:24]=[CH:25][CH:26]=3)[NH2:23])[CH2:14][CH2:13]2)[N:3]=1.[Cl:27][C:28]1[CH:33]=[CH:32][CH:31]=[C:30]([N:34]=[C:35]=[O:36])[CH:29]=1. No catalyst specified. The product is [ClH:27].[ClH:27].[Cl:27][C:28]1[CH:29]=[C:30]([NH:34][C:35]([NH:23][C:22]2[CH:24]=[CH:25][CH:26]=[C:20]([CH2:19][CH2:18][N:15]3[CH2:14][CH2:13][N:12]([C:8]4[CH:7]=[CH:6][CH:5]=[C:4]5[C:9]=4[CH:10]=[CH:11][C:2]([CH3:1])=[N:3]5)[CH2:17][CH2:16]3)[CH:21]=2)=[O:36])[CH:31]=[CH:32][CH:33]=1. The yield is 0.520. (7) The reactants are [NH2:1][CH2:2][CH2:3][N:4]1[C:12]2[CH2:11][CH2:10][CH2:9][CH2:8][C:7]=2[CH:6]=[C:5]1[C:13]([O:15]CC)=O.[O-]CC.[Na+]. The catalyst is C(O)C. The product is [C:13]1(=[O:15])[C:5]2=[CH:6][C:7]3[CH2:8][CH2:9][CH2:10][CH2:11][C:12]=3[N:4]2[CH2:3][CH2:2][NH:1]1. The yield is 0.420.